The task is: Predict the reactants needed to synthesize the given product.. This data is from Full USPTO retrosynthesis dataset with 1.9M reactions from patents (1976-2016). (1) Given the product [Cl:23][C:3]1[CH:4]=[C:5]([S:8]([NH2:11])(=[O:10])=[O:9])[CH:6]=[CH:7][C:2]=1[NH:22][CH2:21][CH:18]1[CH2:19][CH2:20][O:15][CH2:16][CH2:17]1, predict the reactants needed to synthesize it. The reactants are: Cl[C:2]1[CH:7]=[CH:6][C:5]([S:8]([NH2:11])(=[O:10])=[O:9])=[CH:4][C:3]=1[N+]([O-])=O.[O:15]1[CH2:20][CH2:19][CH:18]([CH2:21][NH2:22])[CH2:17][CH2:16]1.[ClH:23].Cl.CN1CCN(N)CC1.CCN(C(C)C)C(C)C. (2) Given the product [C:55]([C:50]1[CH:51]=[C:52]2[C:47](=[CH:48][CH:49]=1)[C:46](=[O:59])[N:45]([C:31]1[CH:32]=[CH:33][CH:34]=[C:35]([C:2]3[CH:3]=[C:4]([NH:10][C:11]4[N:16]=[CH:15][C:14]([CH:17]5[CH2:22][CH2:21][N:20]([CH2:23][CH3:24])[CH2:19][CH2:18]5)=[CH:13][CH:12]=4)[C:5](=[O:9])[N:6]([CH3:8])[N:7]=3)[C:30]=1[CH2:29][OH:28])[N:54]=[CH:53]2)([CH3:58])([CH3:56])[CH3:57], predict the reactants needed to synthesize it. The reactants are: Cl[C:2]1[CH:3]=[C:4]([NH:10][C:11]2[N:16]=[CH:15][C:14]([CH:17]3[CH2:22][CH2:21][N:20]([CH2:23][CH3:24])[CH2:19][CH2:18]3)=[CH:13][CH:12]=2)[C:5](=[O:9])[N:6]([CH3:8])[N:7]=1.C([O:28][CH2:29][C:30]1[C:35](B2OC(C)(C)C(C)(C)O2)=[CH:34][CH:33]=[CH:32][C:31]=1[N:45]1[N:54]=[CH:53][C:52]2[C:47](=[CH:48][CH:49]=[C:50]([C:55]([CH3:58])([CH3:57])[CH3:56])[CH:51]=2)[C:46]1=[O:59])(=O)C.[O-]P([O-])([O-])=O.[K+].[K+].[K+].CC(C1C=C(C(C)C)C(C2C=CC=CC=2P(C2CCCCC2)C2CCCCC2)=C(C(C)C)C=1)C. (3) Given the product [Na+:27].[C:19]1([NH:18][C:15]2[CH:14]=[CH:13][C:12]([N:9]3[CH2:8][CH2:7][N:6]([CH2:5][CH2:4][C:3]([O-:25])=[O:2])[CH2:11][CH2:10]3)=[CH:17][CH:16]=2)[CH:20]=[CH:21][CH:22]=[CH:23][CH:24]=1, predict the reactants needed to synthesize it. The reactants are: C[O:2][C:3](=[O:25])[CH2:4][CH2:5][N:6]1[CH2:11][CH2:10][N:9]([C:12]2[CH:17]=[CH:16][C:15]([NH:18][C:19]3[CH:24]=[CH:23][CH:22]=[CH:21][CH:20]=3)=[CH:14][CH:13]=2)[CH2:8][CH2:7]1.[OH-].[Na+:27]. (4) Given the product [F:22][C:23]1[CH:28]=[CH:27][CH:26]=[CH:25][C:24]=1[N:29]1[CH2:34][CH2:33][N:32]([CH2:20][CH2:19][CH2:18][C:9]2[CH:10]=[C:11]([C:12]3[CH:17]=[CH:16][CH:15]=[CH:14][CH:13]=3)[N:7]([C:1]3[CH:6]=[CH:5][CH:4]=[CH:3][CH:2]=3)[N:8]=2)[CH2:31][CH2:30]1, predict the reactants needed to synthesize it. The reactants are: [C:1]1([N:7]2[C:11]([C:12]3[CH:17]=[CH:16][CH:15]=[CH:14][CH:13]=3)=[CH:10][C:9]([CH2:18][CH2:19][CH:20]=O)=[N:8]2)[CH:6]=[CH:5][CH:4]=[CH:3][CH:2]=1.[F:22][C:23]1[CH:28]=[CH:27][CH:26]=[CH:25][C:24]=1[N:29]1[CH2:34][CH2:33][NH:32][CH2:31][CH2:30]1.CCN(C(C)C)C(C)C.[BH-](OC(C)=O)(OC(C)=O)OC(C)=O.[Na+]. (5) Given the product [CH3:25][O:24][C:23]1[CH:22]=[CH:21][C:18]([CH2:19][NH:20][C:2]2[C:7]([C:8]([O:10][CH2:11][CH3:12])=[O:9])=[CH:6][N:5]=[C:4]([S:13][CH3:14])[N:3]=2)=[CH:17][C:16]=1[CH3:15], predict the reactants needed to synthesize it. The reactants are: Cl[C:2]1[C:7]([C:8]([O:10][CH2:11][CH3:12])=[O:9])=[CH:6][N:5]=[C:4]([S:13][CH3:14])[N:3]=1.[CH3:15][C:16]1[CH:17]=[C:18]([CH:21]=[CH:22][C:23]=1[O:24][CH3:25])[CH2:19][NH2:20].C(N(CC)CC)C. (6) Given the product [Cl:1][C:2]1[CH:7]=[C:6]([I:8])[CH:5]=[CH:4][C:3]=1[NH:9][C:10]1[N:15]([CH3:16])[C:14](=[O:17])[C:13]2[CH:18]=[CH:19][O:20][C:12]=2[C:11]=1[C:21]([NH:31][O:30][CH2:29][CH2:28][O:27][CH:25]=[CH2:26])=[O:22], predict the reactants needed to synthesize it. The reactants are: [Cl:1][C:2]1[CH:7]=[C:6]([I:8])[CH:5]=[CH:4][C:3]=1[NH:9][C:10]1[N:15]([CH3:16])[C:14](=[O:17])[C:13]2[CH:18]=[CH:19][O:20][C:12]=2[C:11]=1[C:21](OC)=[O:22].[CH:25]([O:27][CH2:28][CH2:29][O:30][NH2:31])=[CH2:26].[Li+].C[Si]([N-][Si](C)(C)C)(C)C.